This data is from Forward reaction prediction with 1.9M reactions from USPTO patents (1976-2016). The task is: Predict the product of the given reaction. (1) Given the reactants C([O:3][C:4](=[O:30])[CH:5]([C:17]1[CH:22]=[C:21]([O:23][CH2:24][CH3:25])[CH:20]=[C:19]([O:26][CH2:27][CH3:28])[C:18]=1[F:29])[NH:6][C:7]1[CH:12]=[CH:11][C:10]([C:13](=[NH:16])[NH:14][OH:15])=[CH:9][CH:8]=1)C.[OH-].[Na+].Cl, predict the reaction product. The product is: [CH2:27]([O:26][C:19]1[C:18]([F:29])=[C:17]([CH:5]([NH:6][C:7]2[CH:8]=[CH:9][C:10]([C:13](=[NH:16])[NH:14][OH:15])=[CH:11][CH:12]=2)[C:4]([OH:30])=[O:3])[CH:22]=[C:21]([O:23][CH2:24][CH3:25])[CH:20]=1)[CH3:28]. (2) Given the reactants [Cl:1][C:2]1[CH:7]=[CH:6][C:5]([CH:8]([OH:22])[C:9]#[C:10][C:11]2([OH:21])[CH2:20][CH2:19][C:14]3([O:18][CH2:17][CH2:16][O:15]3)[CH2:13][CH2:12]2)=[CH:4][CH:3]=1, predict the reaction product. The product is: [Cl:1][C:2]1[CH:7]=[CH:6][C:5]([C:8](=[O:22])[C:9]#[C:10][C:11]2([OH:21])[CH2:20][CH2:19][C:14]3([O:15][CH2:16][CH2:17][O:18]3)[CH2:13][CH2:12]2)=[CH:4][CH:3]=1.